From a dataset of Reaction yield outcomes from USPTO patents with 853,638 reactions. Predict the reaction yield, written as a fraction of the theoretical maximum amount of product (1.0 means a 100% yield; for example, 0.34 means a 34% yield). (1) The catalyst is C(#N)C. The yield is 0.650. The product is [Cl:1][C:2]1[C:7]([C:8]([O:10][CH3:12])=[O:9])=[CH:6][N:5]=[CH:4][C:3]=1[F:11]. The reactants are [Cl:1][C:2]1[C:7]([C:8]([OH:10])=[O:9])=[CH:6][N:5]=[CH:4][C:3]=1[F:11].[CH2:12]1CCN2C(=NCCC2)CC1.IC. (2) The reactants are [Cl:1][C:2]1[C:3]([CH3:18])=[C:4]([CH:13]2[CH2:16][CH:15]([OH:17])[CH2:14]2)[C:5]([O:11][CH3:12])=[C:6]([CH:8](O)[CH3:9])[CH:7]=1.N1C(Cl)=NC(Cl)=NC=1[Cl:21]. The catalyst is CS(C)=O.CCOCC.O. The product is [Cl:1][C:2]1[C:3]([CH3:18])=[C:4]([CH:13]2[CH2:16][CH:15]([OH:17])[CH2:14]2)[C:5]([O:11][CH3:12])=[C:6]([CH:8]([Cl:21])[CH3:9])[CH:7]=1. The yield is 0.220. (3) The reactants are [Cl:1][C:2]1[CH:7]=[CH:6][C:5]([N:8]2[CH2:13][CH2:12][N:11]([C:14]3[CH:15]=[C:16]([CH:20]4[C:29]([CH3:31])([CH3:30])[CH2:28][C:27]5[C:22](=[CH:23][CH:24]=[C:25]([C:32](O)=[O:33])[CH:26]=5)[NH:21]4)[CH:17]=[CH:18][CH:19]=3)[CH2:10][CH2:9]2)=[CH:4][CH:3]=1.[CH3:35][S:36]([NH2:39])(=[O:38])=[O:37]. The catalyst is CN(C)C1C=CN=CC=1.ClCCl. The product is [Cl:1][C:2]1[CH:7]=[CH:6][C:5]([N:8]2[CH2:9][CH2:10][N:11]([C:14]3[CH:15]=[C:16]([CH:20]4[C:29]([CH3:30])([CH3:31])[CH2:28][C:27]5[C:22](=[CH:23][CH:24]=[C:25]([C:32]([NH:39][S:36]([CH3:35])(=[O:38])=[O:37])=[O:33])[CH:26]=5)[NH:21]4)[CH:17]=[CH:18][CH:19]=3)[CH2:12][CH2:13]2)=[CH:4][CH:3]=1. The yield is 0.260. (4) The yield is 0.235. The reactants are Br[C:2]1[CH:7]=[C:6]([Cl:8])[CH:5]=[CH:4][C:3]=1[C:9]1[C:18]2[C:13](=[CH:14][C:15]([S:19]([NH:22][C:23]3[CH:27]=[CH:26][O:25][N:24]=3)(=[O:21])=[O:20])=[CH:16][CH:17]=2)[CH:12]=[CH:11][N:10]=1.[CH3:28][N:29]1[C:33](B2OC(C)(C)C(C)(C)O2)=[CH:32][CH:31]=[N:30]1.C(=O)([O-])[O-].[K+].[K+].B(O)O. The catalyst is O.CCCCCCC.C1C=CC([P]([Pd]([P](C2C=CC=CC=2)(C2C=CC=CC=2)C2C=CC=CC=2)([P](C2C=CC=CC=2)(C2C=CC=CC=2)C2C=CC=CC=2)[P](C2C=CC=CC=2)(C2C=CC=CC=2)C2C=CC=CC=2)(C2C=CC=CC=2)C2C=CC=CC=2)=CC=1. The product is [Cl:8][C:6]1[CH:5]=[CH:4][C:3]([C:9]2[C:18]3[C:13](=[CH:14][C:15]([S:19]([NH:22][C:23]4[CH:27]=[CH:26][O:25][N:24]=4)(=[O:21])=[O:20])=[CH:16][CH:17]=3)[CH:12]=[CH:11][N:10]=2)=[C:2]([C:33]2[N:29]([CH3:28])[N:30]=[CH:31][CH:32]=2)[CH:7]=1.